Predict the reaction yield, written as a fraction of the theoretical maximum amount of product (1.0 means a 100% yield; for example, 0.34 means a 34% yield). From a dataset of Reaction yield outcomes from USPTO patents with 853,638 reactions. (1) The reactants are [OH:1][C:2]1[CH:3]=[C:4]([NH:8][C:9](=[O:15])[O:10][C:11]([CH3:14])([CH3:13])[CH3:12])[CH:5]=[CH:6][CH:7]=1.[H-].[Na+].Cl[C:19]1[CH:24]=[C:23]([NH:25][C:26]2[CH:31]=[CH:30][C:29]([O:32][CH2:33][C:34]3[CH:39]=[CH:38][CH:37]=[CH:36][CH:35]=3)=[CH:28][CH:27]=2)[C:22]([N+:40]([O-:42])=[O:41])=[CH:21][N:20]=1.O. The catalyst is C1COCC1.CN(C=O)C. The product is [N+:40]([C:22]1[C:23]([NH:25][C:26]2[CH:27]=[CH:28][C:29]([O:32][CH2:33][C:34]3[CH:35]=[CH:36][CH:37]=[CH:38][CH:39]=3)=[CH:30][CH:31]=2)=[CH:24][C:19]([O:1][C:2]2[CH:3]=[C:4]([NH:8][C:9](=[O:15])[O:10][C:11]([CH3:12])([CH3:14])[CH3:13])[CH:5]=[CH:6][CH:7]=2)=[N:20][CH:21]=1)([O-:42])=[O:41]. The yield is 0.920. (2) The reactants are [CH2:1]([C:3]1[C:7]([N+:8]([O-:10])=[O:9])=[C:6]([C:11]([NH2:13])=[O:12])[NH:5][N:4]=1)[CH3:2].C(=O)([O-])[O-].[Na+].[Na+].[I-].[Na+].[CH3:22][O:23][CH2:24][CH2:25]Br. The catalyst is CC(CC)=O.O. The product is [CH2:1]([C:3]1[N:4]([CH2:25][CH2:24][O:23][CH3:22])[N:5]=[C:6]([C:11]([NH2:13])=[O:12])[C:7]=1[N+:8]([O-:10])=[O:9])[CH3:2]. The yield is 0.740. (3) The reactants are C([O:3][C:4]([C:6]1[C:7]([C:12]2[CH:17]=[CH:16][C:15]([F:18])=[CH:14][C:13]=2[F:19])=[N:8][O:9][C:10]=1[CH3:11])=[O:5])C.[OH-].[Na+].CO.Cl. The catalyst is C1COCC1. The product is [C:4]([C:6]1[C:7]([C:12]2[CH:17]=[CH:16][C:15]([F:18])=[CH:14][C:13]=2[F:19])=[N:8][O:9][C:10]=1[CH3:11])([OH:5])=[O:3]. The yield is 0.990. (4) The reactants are [CH3:1][O:2][C:3]([C:5]1[N:6]=[C:7]2[C:12]([C:13]#[N:14])=[CH:11][C:10]([Br:15])=[CH:9][N:8]2[CH:16]=1)=[O:4].C1C(=O)N([Cl:24])C(=O)C1.O.OS([O-])=O.[Na+]. The catalyst is CN(C=O)C. The product is [CH3:1][O:2][C:3]([C:5]1[N:6]=[C:7]2[C:12]([C:13]#[N:14])=[CH:11][C:10]([Br:15])=[CH:9][N:8]2[C:16]=1[Cl:24])=[O:4]. The yield is 0.900. (5) The reactants are [CH3:1][C:2]([S:24][S:25][CH3:26])([CH3:23])[CH2:3][CH2:4][CH2:5][O:6][C:7]1[CH:12]=[C:11]([C:13](OCC)=[O:14])[N:10]=[C:9]([C:18](OCC)=[O:19])[CH:8]=1.[Cl-].[Ca+2].[Cl-].[BH4-].[Na+]. The yield is 0.350. The catalyst is C(O)C. The product is [CH3:23][C:2]([S:24][S:25][CH3:26])([CH3:1])[CH2:3][CH2:4][CH2:5][O:6][C:7]1[CH:8]=[C:9]([CH2:18][OH:19])[N:10]=[C:11]([CH2:13][OH:14])[CH:12]=1. (6) The reactants are [CH2:1]([C:9]1[CH:25]=[CH:24][C:12]([CH2:13][NH:14][C:15](=[O:23])[NH:16][CH2:17][C:18]([O:20]CC)=[O:19])=[CH:11][CH:10]=1)[CH2:2][CH2:3][CH2:4][CH2:5][CH2:6][CH2:7][CH3:8].C(C1C=CC(NC(=O)NCCC(OCC)=O)=CC=1)CCCCCCC. No catalyst specified. The product is [CH2:1]([C:9]1[CH:10]=[CH:11][C:12]([CH2:13][NH:14][C:15](=[O:23])[NH:16][CH2:17][C:18]([OH:20])=[O:19])=[CH:24][CH:25]=1)[CH2:2][CH2:3][CH2:4][CH2:5][CH2:6][CH2:7][CH3:8]. The yield is 0.870. (7) The reactants are S(Cl)(Cl)=O.CC(CCC)C(O)=O.CC(CCC)C(Cl)=O.[CH3:21][CH:22]([CH2:28][CH2:29][CH3:30])[C:23]([N:25]=[C:26]=[S:27])=[O:24].[Cl:31][C:32]1[CH:33]=[C:34]([CH:36]=[CH:37][C:38]=1[O:39][C:40]1[C:49]2[C:44](=[CH:45][C:46]([O:52][CH3:53])=[C:47]([O:50][CH3:51])[CH:48]=2)[N:43]=[CH:42][CH:41]=1)[NH2:35]. The catalyst is C(O)C.C1(C)C=CC=CC=1. The product is [Cl:31][C:32]1[CH:33]=[C:34]([NH:35][C:26]([NH:25][C:23](=[O:24])[CH:22]([CH3:21])[CH2:28][CH2:29][CH3:30])=[S:27])[CH:36]=[CH:37][C:38]=1[O:39][C:40]1[C:49]2[C:44](=[CH:45][C:46]([O:52][CH3:53])=[C:47]([O:50][CH3:51])[CH:48]=2)[N:43]=[CH:42][CH:41]=1. The yield is 0.940.